Dataset: Experimentally validated miRNA-target interactions with 360,000+ pairs, plus equal number of negative samples. Task: Binary Classification. Given a miRNA mature sequence and a target amino acid sequence, predict their likelihood of interaction. (1) The miRNA is hsa-miR-548ad-5p with sequence AAAAGUAAUUGUGGUUUUUG. The protein sequence of the target gene is MMGLGNGRRSMKSPPLVLAALVACIIVLGFNYWIASSRSVDLQTRIMELEGRVRRAAAERGAVELKKNEFQGELEKQREQLDKIQSSHNFQLESVNKLYQDEKAVLVNNITTGERLIRVLQDQLKTLQRNYGRLQQDVLQFQKNQTNLERKFSYDLSQCINQMKEVKEQCEERIEEVTKKGNEAVASRDLSENNDQRQQLQALSEPQPRLQAAGLPHTEVPQGKGNVLGNSKSQTPAPSSEVVLDSKRQVEKEETNEIQVVNEEPQRDRLPQEPGREQVVEDRPVGGRGFGGAGELGQTP.... Result: 0 (no interaction). (2) The miRNA is hsa-miR-506-5p with sequence UAUUCAGGAAGGUGUUACUUAA. The protein sequence of the target gene is MSEPDTSSGFSGSVENGTFLELFPTSLSTSVDPSSGHLSNVYIYVSIFLSLLAFLLLLLIIALQRLKNIISSSSSYPEYPSDAGSSFTNLEVCSISSQRSTFSNLSS. Result: 1 (interaction). (3) The miRNA is hsa-miR-1304-5p with sequence UUUGAGGCUACAGUGAGAUGUG. The protein sequence of the target gene is MGNLESTDGGPGEPPSVPLLLPPGKTPMPEPCELEERFALVLSSMNLPPDKARLLRQYDNEKKWDLICDQERFQVKNPPHTYIQKLQSFLDPNVTRKKFRRRVQESTKVLRELEISLRTNHIGWVREFLNDENKGLDVLVDYLSFAQCSVMFDFEGLESGDDGAFDKLRSWSRSIEDLQPPNALSAPFTNSLARSARQSVLRYSTLPGRRALKNSRLVSQKDDVHVCILCLRAIMNYQYGFNLVMSHPHAVNEIALSLNNKNPRTKALVLELLAAVCLVRGGHEIILAAFDNFKEVCKEL.... Result: 0 (no interaction).